From a dataset of Forward reaction prediction with 1.9M reactions from USPTO patents (1976-2016). Predict the product of the given reaction. (1) Given the reactants [NH2:1][C@@H:2]1[CH2:6][CH2:5][N:4]([CH2:7][C:8]2[C:17]([Cl:18])=[C:16]3[C:11]([C:12](=[O:33])[N:13]([CH2:20][C:21]4[CH:26]=[C:25]([Cl:27])[CH:24]=[CH:23][C:22]=4[S:28]([CH2:31][CH3:32])(=[O:30])=[O:29])[C:14](=[O:19])[NH:15]3)=[CH:10][C:9]=2[C:34]([F:37])([F:36])[F:35])[CH2:3]1.C(O[C:43]([N:45]([CH2:47][C:48](O)=[O:49])C)=O)(C)(C)C.CN(C(ON1N=NC2C=CC=NC1=2)=[N+](C)C)C.F[P-](F)(F)(F)(F)F.CN(C(ON1N=NC2C=CC=CC1=2)=[N+](C)C)C.F[P-](F)(F)(F)(F)F, predict the reaction product. The product is: [Cl:18][C:17]1[C:8]([CH2:7][N:4]2[CH2:5][CH2:6][C@@H:2]([NH:1][C:48](=[O:49])[CH2:47][NH:45][CH3:43])[CH2:3]2)=[C:9]([C:34]([F:35])([F:36])[F:37])[CH:10]=[C:11]2[C:16]=1[NH:15][C:14](=[O:19])[N:13]([CH2:20][C:21]1[CH:26]=[C:25]([Cl:27])[CH:24]=[CH:23][C:22]=1[S:28]([CH2:31][CH3:32])(=[O:30])=[O:29])[C:12]2=[O:33]. (2) Given the reactants [Li]CCCC.CN(C)CCN(C)C.[Cl:14][C:15]1[CH:20]=[C:19]([O:21][CH3:22])[CH:18]=[C:17]([Cl:23])[CH:16]=1.[C:24](=[O:26])=[O:25], predict the reaction product. The product is: [Cl:14][C:15]1[CH:16]=[C:17]([Cl:23])[CH:18]=[C:19]([O:21][CH3:22])[C:20]=1[C:24]([OH:26])=[O:25]. (3) Given the reactants [F:1][C:2]1[CH:7]=[CH:6][C:5]([C:8]2[N:12]([CH2:13][CH2:14][C:15](=[O:17])[CH3:16])[N:11]=[C:10]([CH3:18])[C:9]=2[C:19]2[CH:20]=[CH:21][C:22]3[O:27][CH2:26][C:25](=[O:28])[NH:24][C:23]=3[CH:29]=2)=[CH:4][CH:3]=1.CO.[BH4-].[Na+].O, predict the reaction product. The product is: [F:1][C:2]1[CH:3]=[CH:4][C:5]([C:8]2[N:12]([CH2:13][CH2:14][CH:15]([OH:17])[CH3:16])[N:11]=[C:10]([CH3:18])[C:9]=2[C:19]2[CH:20]=[CH:21][C:22]3[O:27][CH2:26][C:25](=[O:28])[NH:24][C:23]=3[CH:29]=2)=[CH:6][CH:7]=1. (4) Given the reactants [F:1][C:2]1[CH:3]=[CH:4][C:5]([CH2:8][O:9][C:10]2[CH:15]=[CH:14][N:13]([C:16]3[CH:21]=[CH:20][C:19]4[C:22]5[CH2:27][CH2:26][N:25](C(OC(C)(C)C)=O)[CH2:24][C:23]=5[S:35][C:18]=4[CH:17]=3)[C:12](=[O:36])[CH:11]=2)=[N:6][CH:7]=1.[ClH:37], predict the reaction product. The product is: [ClH:37].[F:1][C:2]1[CH:3]=[CH:4][C:5]([CH2:8][O:9][C:10]2[CH:15]=[CH:14][N:13]([C:16]3[CH:21]=[CH:20][C:19]4[C:22]5[CH2:27][CH2:26][NH:25][CH2:24][C:23]=5[S:35][C:18]=4[CH:17]=3)[C:12](=[O:36])[CH:11]=2)=[N:6][CH:7]=1. (5) Given the reactants [CH3:1][CH2:2][CH2:3][CH2:4][C:5]([N:7]([C@H:26]([C:49]([OH:51])=[O:50])[CH:27]([CH2:29]C(C1C=CC=CC=1)(C1C=CC=CC=1)C1C=CC=CC=1)[CH3:28])[CH2:8][C:9]1[CH:14]=[CH:13][C:12]([C:15]2[C:20]([C:21]3[N:25]=[N:24][NH:23][N:22]=3)=[CH:19][CH:18]=[CH:17][CH:16]=2)=[CH:11][CH:10]=1)=[O:6].CC(C)=O.OS(O)(=O)=O.[OH-].[Na+], predict the reaction product. The product is: [CH3:1][CH2:2][CH2:3][CH2:4][C:5]([N:7]([C@H:26]([C:49]([OH:51])=[O:50])[CH:27]([CH3:29])[CH3:28])[CH2:8][C:9]1[CH:10]=[CH:11][C:12]([C:15]2[CH:16]=[CH:17][CH:18]=[CH:19][C:20]=2[C:21]2[NH:22][N:23]=[N:24][N:25]=2)=[CH:13][CH:14]=1)=[O:6]. (6) Given the reactants S(Cl)(Cl)=O.[CH3:5][C:6]([N:11]1[C:16](=[O:17])[N:15]([C:18]2[CH:23]=[CH:22][CH:21]=[CH:20][CH:19]=2)[CH2:14][O:13][CH2:12]1)([CH3:10])[C:7]([OH:9])=O.[CH2:24]([NH:27][C:28]1[CH:33]=[C:32]([C:34]([F:37])([F:36])[F:35])[CH:31]=[CH:30][N:29]=1)[CH2:25][CH3:26], predict the reaction product. The product is: [CH3:10][C:6]([N:11]1[C:16](=[O:17])[N:15]([C:18]2[CH:23]=[CH:22][CH:21]=[CH:20][CH:19]=2)[CH2:14][O:13][CH2:12]1)([CH3:5])[C:7]([N:27]([CH2:24][CH2:25][CH3:26])[C:28]1[CH:33]=[C:32]([C:34]([F:36])([F:35])[F:37])[CH:31]=[CH:30][N:29]=1)=[O:9].